From a dataset of Experimentally validated miRNA-target interactions with 360,000+ pairs, plus equal number of negative samples. Binary Classification. Given a miRNA mature sequence and a target amino acid sequence, predict their likelihood of interaction. The miRNA is hsa-miR-34a-3p with sequence CAAUCAGCAAGUAUACUGCCCU. The protein sequence of the target gene is MLCPWRTANLGLLLILTIFLVAASSSLCMDEKQITQNYSKVLAEVNTSWPVKMATNAVLCCPPIALRNLIIITWEIILRGQPSCTKAYRKETNETKETNCTDERITWVSRPDQNSDLQIRPVAITHDGYYRCIMVTPDGNFHRGYHLQVLVTPEVTLFQNRNRTAVCKAVAGKPAAQISWIPEGDCATKQEYWSNGTVTVKSTCHWEVHNVSTVTCHVSHLTGNKSLYIELLPVPGAKKSAKLYIPYIILTIIILTIVGFIWLLKVNGCRKYKLNKTESTPVVEEDEMQPYASYTEKNNP.... Result: 0 (no interaction).